This data is from Catalyst prediction with 721,799 reactions and 888 catalyst types from USPTO. The task is: Predict which catalyst facilitates the given reaction. (1) Reactant: [Br:1][C:2]1[CH:7]=[CH:6][C:5]([C:8]#[N:9])=[C:4]([CH3:10])[CH:3]=1.[OH-:11].[K+]. Product: [Br:1][C:2]1[CH:7]=[CH:6][C:5]([C:8]([NH2:9])=[O:11])=[C:4]([CH3:10])[CH:3]=1. The catalyst class is: 88. (2) Reactant: [CH2:1]([O:8][CH2:9][C:10]([N:12]1[CH2:17][CH2:16][C:15]([C:19]2[CH:24]=[CH:23][C:22]([Cl:25])=[CH:21][C:20]=2[Cl:26])(O)[CH2:14][CH2:13]1)=[O:11])[C:2]1[CH:7]=[CH:6][CH:5]=[CH:4][CH:3]=1.C(OCC)(=O)C.C(=O)(O)[O-].[Na+]. Product: [CH2:1]([O:8][CH2:9][C:10]([N:12]1[CH2:13][CH:14]=[C:15]([C:19]2[CH:24]=[CH:23][C:22]([Cl:25])=[CH:21][C:20]=2[Cl:26])[CH2:16][CH2:17]1)=[O:11])[C:2]1[CH:3]=[CH:4][CH:5]=[CH:6][CH:7]=1. The catalyst class is: 55. (3) Reactant: [NH:1]1[C:9]2[CH:8]=[CH:7][CH:6]=[C:5]([C:10]([OH:12])=[O:11])[C:4]=2[CH:3]=[CH:2]1.[BH3-]C#N.[Na+].N1C2C(=CC=CC=2)C=C1. Product: [NH:1]1[C:9]2[CH:8]=[CH:7][CH:6]=[C:5]([C:10]([OH:12])=[O:11])[C:4]=2[CH2:3][CH2:2]1. The catalyst class is: 313. (4) Reactant: [O:1]1[CH2:6][CH2:5][N:4]([C:7]2[CH:8]=[C:9]([CH:13]=[C:14]([N+:16]([O-:18])=[O:17])[CH:15]=2)[C:10]([OH:12])=O)[CH2:3][CH2:2]1.C(=O)(O)[O-].[Na+].C(Cl)CCl.ON1C2N=CC=CC=2N=N1.[C:38]([NH:41][NH2:42])(=[O:40])[CH3:39]. Product: [C:38]([NH:41][NH:42][C:10](=[O:12])[C:9]1[CH:13]=[C:14]([N+:16]([O-:18])=[O:17])[CH:15]=[C:7]([N:4]2[CH2:3][CH2:2][O:1][CH2:6][CH2:5]2)[CH:8]=1)(=[O:40])[CH3:39]. The catalyst class is: 3.